The task is: Predict the reactants needed to synthesize the given product.. This data is from Full USPTO retrosynthesis dataset with 1.9M reactions from patents (1976-2016). (1) Given the product [OH:35][C@H:34]1[C@H:30]2[O:29][CH2:28][C@@H:27]([O:26][C:24]3[N:23]([CH2:36][O:37][CH2:38][CH2:39][Si:40]([CH3:41])([CH3:43])[CH3:42])[C:5]4=[N:6][C:7]([C:8]5[CH:13]=[CH:12][C:11]([C:45]6[N:50]=[CH:49][C:48]([N:51]=[S:52]([CH3:56])([NH:54][CH3:55])=[O:53])=[CH:47][CH:46]=6)=[CH:10][CH:9]=5)=[C:2]([Cl:1])[CH:3]=[C:4]4[N:25]=3)[C@H:31]2[O:32][CH2:33]1, predict the reactants needed to synthesize it. The reactants are: [Cl:1][C:2]1[CH:3]=[C:4]2[N:25]=[C:24]([O:26][C@H:27]3[C@H:31]4[O:32][CH2:33][C@@H:34]([OH:35])[C@H:30]4[O:29][CH2:28]3)[N:23]([CH2:36][O:37][CH2:38][CH2:39][Si:40]([CH3:43])([CH3:42])[CH3:41])[C:5]2=[N:6][C:7]=1[C:8]1[CH:13]=[CH:12][C:11](B2OC(C)(C)C(C)(C)O2)=[CH:10][CH:9]=1.Cl[C:45]1[N:50]=[CH:49][C:48]([N:51]=[S:52]([CH3:56])([NH:54][CH3:55])=[O:53])=[CH:47][CH:46]=1. (2) Given the product [NH:1]1[C:5]([C:6]([O:8][CH2:14][CH3:15])=[O:7])=[CH:4][CH:3]=[N:2]1, predict the reactants needed to synthesize it. The reactants are: [NH:1]1[C:5]([C:6]([OH:8])=[O:7])=[CH:4][CH:3]=[N:2]1.S(=O)(=O)(O)O.[CH3:14][CH2:15]O. (3) Given the product [N:6]1([CH2:3][C@H:5]2[CH2:9][CH2:8][CH2:7][NH:6]2)[CH2:7][CH2:8][CH2:9][CH2:5]1, predict the reactants needed to synthesize it. The reactants are: N1CCC[C@H]1[C:3]([C@H:5]1[CH2:9][CH2:8][CH2:7][NH:6]1)=O.Cl.[OH-].[Na+]. (4) Given the product [F:10][C:8]1([F:11])[O:7][C:6]2[C:5](=[C:4]([C:13]([O:15][CH3:16])=[O:14])[C:3]3[O:17][C:24]([CH3:25])=[CH:23][C:2]=3[CH:12]=2)[O:9]1, predict the reactants needed to synthesize it. The reactants are: Br[C:2]1[C:3]([OH:17])=[C:4]([C:13]([O:15][CH3:16])=[O:14])[C:5]2[O:9][C:8]([F:11])([F:10])[O:7][C:6]=2[CH:12]=1.CN(C)C=O.[CH:23]#[C:24][CH3:25]. (5) Given the product [C:13]([O:17][C:18](=[O:19])[NH:20][CH2:21][CH2:22][CH2:23][CH2:24][CH2:25][CH2:26][CH2:27][CH2:28][CH2:29][CH2:30][C:31](=[O:33])[NH:39][CH2:38][CH2:37][CH2:36][N:35]([CH3:40])[CH3:34])([CH3:14])([CH3:15])[CH3:16], predict the reactants needed to synthesize it. The reactants are: C(N1C=CN=C1)(N1C=CN=C1)=O.[C:13]([O:17][C:18]([NH:20][CH2:21][CH2:22][CH2:23][CH2:24][CH2:25][CH2:26][CH2:27][CH2:28][CH2:29][CH2:30][C:31]([OH:33])=O)=[O:19])([CH3:16])([CH3:15])[CH3:14].[CH3:34][N:35]([CH3:40])[CH2:36][CH2:37][CH2:38][NH2:39]. (6) Given the product [C:36]([OH:39])([C:18]([F:21])([F:20])[F:19])=[O:37].[CH3:30][C:29]1[N:28]=[C:27]([NH:31][S:32]([CH3:35])(=[O:34])=[O:33])[CH:26]=[CH:25][C:24]=1[C:9]1[CH:17]=[C:16]([C:18]([F:19])([F:20])[F:21])[CH:15]=[C:14]2[C:10]=1[CH:11]=[N:12][NH:13]2, predict the reactants needed to synthesize it. The reactants are: CC1(C)C(C)(C)OB([C:9]2[CH:17]=[C:16]([C:18]([F:21])([F:20])[F:19])[CH:15]=[C:14]3[C:10]=2[CH:11]=[N:12][NH:13]3)O1.Br[C:24]1[CH:25]=[CH:26][C:27]([NH:31][S:32]([CH3:35])(=[O:34])=[O:33])=[N:28][C:29]=1[CH3:30].[C:36]([O-:39])(O)=[O:37].[Na+]. (7) Given the product [CH2:32]([NH:39][C:9](=[O:11])[C:8]1[CH:7]=[CH:6][C:5]([C:1]([CH3:2])([CH3:3])[CH3:4])=[CH:13][CH:12]=1)[C:33]1[CH:38]=[CH:37][CH:36]=[CH:35][CH:34]=1, predict the reactants needed to synthesize it. The reactants are: [C:1]([C:5]1[CH:13]=[CH:12][C:8]([C:9]([OH:11])=O)=[CH:7][CH:6]=1)([CH3:4])([CH3:3])[CH3:2].CN1CCOCC1.ClC1N=C(OC)N=C(OC)N=1.[CH2:32]([NH2:39])[C:33]1[CH:38]=[CH:37][CH:36]=[CH:35][CH:34]=1.C(O)(=O)CC(CC(O)=O)(C(O)=O)O.